From a dataset of Catalyst prediction with 721,799 reactions and 888 catalyst types from USPTO. Predict which catalyst facilitates the given reaction. (1) The catalyst class is: 2. Reactant: O[CH:2]1[CH2:10][C:9]2[C:4](=[CH:5][CH:6]=[CH:7][CH:8]=2)[CH2:3]1.[CH2:11]=[O:12].[Cl-:13].[Ca+2].[Cl-].Cl. Product: [Cl:13][CH2:11][O:12][CH:2]1[CH2:10][C:9]2[C:4](=[CH:5][CH:6]=[CH:7][CH:8]=2)[CH2:3]1. (2) Reactant: [H-].[Na+].[N+:3]([C:6]1[CH:14]=[CH:13][CH:12]=[C:11]2[C:7]=1[CH:8]=[N:9][NH:10]2)([O-:5])=[O:4].[CH3:15][O:16][C:17](Cl)=[O:18].O. Product: [N+:3]([C:6]1[CH:14]=[CH:13][CH:12]=[C:11]2[C:7]=1[CH:8]=[N:9][N:10]2[C:17]([O:16][CH3:15])=[O:18])([O-:5])=[O:4]. The catalyst class is: 3. (3) Reactant: C[O:2][C:3]1[C:8]([O:9]C)=[CH:7][CH:6]=[CH:5][N:4]=1.[F:11][C:12]1[CH:13]=[C:14](B(O)O)[CH:15]=[CH:16][CH:17]=1.C([O-])([O-])=O.[K+].[K+]. Product: [F:11][C:12]1[CH:17]=[C:16]([N:4]2[CH:5]=[CH:6][CH:7]=[C:8]([OH:9])[C:3]2=[O:2])[CH:15]=[CH:14][CH:13]=1. The catalyst class is: 70. (4) Reactant: [Cl:1][C:2]1[CH:19]=[CH:18][CH:17]=[CH:16][C:3]=1[C:4]([NH:6][C:7]1[CH:15]=[CH:14][C:10]([C:11]([OH:13])=O)=[CH:9][CH:8]=1)=[O:5].Cl.C(N=C=N)C.O.ON1C2C=CC=CC=2N=N1.[NH2:37][CH2:38][CH:39]([C:41]1[CH:46]=[CH:45][CH:44]=[CH:43][CH:42]=1)[OH:40].C(N(CC)CC)C. Product: [Cl:1][C:2]1[CH:19]=[CH:18][CH:17]=[CH:16][C:3]=1[C:4]([NH:6][C:7]1[CH:8]=[CH:9][C:10]([C:11]([NH:37][CH2:38][CH:39]([OH:40])[C:41]2[CH:46]=[CH:45][CH:44]=[CH:43][CH:42]=2)=[O:13])=[CH:14][CH:15]=1)=[O:5]. The catalyst class is: 42. (5) Reactant: C([O-])([O-])=O.[K+].[K+].[CH3:7][N:8]([C:16]1[CH:25]=[CH:24][C:23]2[C:18](=[C:19]([CH2:26][CH2:27][NH:28][C:29](=[O:37])[CH2:30][C:31]3[CH:36]=[CH:35][CH:34]=[CH:33][CH:32]=3)[CH:20]=[CH:21][CH:22]=2)[CH:17]=1)[CH2:9][CH2:10][C:11]([O:13]CC)=[O:12].Cl. Product: [CH3:7][N:8]([C:16]1[CH:25]=[CH:24][C:23]2[C:18](=[C:19]([CH2:26][CH2:27][NH:28][C:29](=[O:37])[CH2:30][C:31]3[CH:36]=[CH:35][CH:34]=[CH:33][CH:32]=3)[CH:20]=[CH:21][CH:22]=2)[CH:17]=1)[CH2:9][CH2:10][C:11]([OH:13])=[O:12]. The catalyst class is: 5. (6) Reactant: F[C:2]1[CH:9]=[CH:8][CH:7]=[C:6]([C:10]2[S:11][CH:12]=[CH:13][N:14]=2)[C:3]=1[C:4]#[N:5].O.[NH2:16][NH2:17]. Product: [S:11]1[CH:12]=[CH:13][N:14]=[C:10]1[C:6]1[CH:7]=[CH:8][CH:9]=[C:2]2[C:3]=1[C:4]([NH2:5])=[N:16][NH:17]2. The catalyst class is: 8.